Dataset: Full USPTO retrosynthesis dataset with 1.9M reactions from patents (1976-2016). Task: Predict the reactants needed to synthesize the given product. (1) Given the product [C:1]([O:4][C:5]1[CH:10]=[CH:9][C:8]([CH2:11][OH:12])=[CH:7][CH:6]=1)(=[O:3])[CH3:2], predict the reactants needed to synthesize it. The reactants are: [C:1]([O:4][C:5]1[CH:10]=[CH:9][C:8]([CH:11]=[O:12])=[CH:7][CH:6]=1)(=[O:3])[CH3:2].[Na].C(O)(=O)C.O. (2) Given the product [Br:1][C:2]1[C:7]([O:8][CH3:10])=[C:6]([Cl:9])[CH:5]=[CH:4][N:3]=1, predict the reactants needed to synthesize it. The reactants are: [Br:1][C:2]1[C:7]([OH:8])=[C:6]([Cl:9])[CH:5]=[CH:4][N:3]=1.[C:10](=O)([O-])[O-].[K+].[K+].IC. (3) Given the product [C:28]([CH2:27][NH:24][C:25](=[O:26])[NH:2][C@H:3]([CH2:10][C:11]1[CH:12]=[CH:13][C:14]([C:17]2[CH:22]=[CH:21][CH:20]=[C:19]([Cl:23])[CH:18]=2)=[CH:15][CH:16]=1)[CH2:4][C:5]([OH:7])=[O:6])([OH:30])=[O:29], predict the reactants needed to synthesize it. The reactants are: Cl.[NH2:2][C@H:3]([CH2:10][C:11]1[CH:16]=[CH:15][C:14]([C:17]2[CH:22]=[CH:21][CH:20]=[C:19]([Cl:23])[CH:18]=2)=[CH:13][CH:12]=1)[CH2:4][C:5]([O:7]CC)=[O:6].[N:24]([CH2:27][C:28]([O:30]CC)=[O:29])=[C:25]=[O:26].N1C=CC=CC=1.[OH-].[Na+].Cl. (4) Given the product [CH2:12]([O:6][C:5](=[O:7])[C:4]1[CH:3]=[C:2]([Br:1])[CH:10]=[C:9]([Br:11])[CH:8]=1)[CH3:13], predict the reactants needed to synthesize it. The reactants are: [Br:1][C:2]1[CH:3]=[C:4]([CH:8]=[C:9]([Br:11])[CH:10]=1)[C:5]([OH:7])=[O:6].[CH2:12](OC(=O)C1C=CC(Br)=C(C(F)(F)F)C=1)[CH3:13]. (5) Given the product [C:27]([O:31][C:32](=[O:46])[NH:33][C@@H:34]1[C@@H:38]([N:39]2[CH2:44][CH2:43][CH2:42][CH2:41][C:40]2=[O:45])[CH2:37][N:36]([C:2]2[CH:7]=[N:6][C:5]([O:8][CH2:9][CH2:10][C@H:11]([CH:13]3[CH2:18][CH2:17][N:16]([C:19]4[O:23][N:22]=[C:21]([CH:24]([CH3:26])[CH3:25])[N:20]=4)[CH2:15][CH2:14]3)[CH3:12])=[CH:4][CH:3]=2)[CH2:35]1)([CH3:30])([CH3:28])[CH3:29], predict the reactants needed to synthesize it. The reactants are: Br[C:2]1[CH:3]=[CH:4][C:5]([O:8][CH2:9][CH2:10][C@H:11]([CH:13]2[CH2:18][CH2:17][N:16]([C:19]3[O:23][N:22]=[C:21]([CH:24]([CH3:26])[CH3:25])[N:20]=3)[CH2:15][CH2:14]2)[CH3:12])=[N:6][CH:7]=1.[C:27]([O:31][C:32](=[O:46])[NH:33][C@@H:34]1[C@@H:38]([N:39]2[CH2:44][CH2:43][CH2:42][CH2:41][C:40]2=[O:45])[CH2:37][NH:36][CH2:35]1)([CH3:30])([CH3:29])[CH3:28].CC(P(C(C)(C)C)C1C(C2C=CC=CC=2)=CC=CC=1)(C)C.CC(C)([O-])C.[Na+].